Dataset: Full USPTO retrosynthesis dataset with 1.9M reactions from patents (1976-2016). Task: Predict the reactants needed to synthesize the given product. (1) Given the product [CH:3]([C:4]1[N:6]=[C:13]([NH2:14])[CH:12]=[CH:11][N:5]=1)([CH3:1])[CH3:2], predict the reactants needed to synthesize it. The reactants are: [CH2:1]1[CH:3]([C:4]([NH2:6])=[NH:5])[CH2:2]1.Cl.C(O[CH:11]=[CH:12][C:13]#[N:14])C. (2) Given the product [OH:37][C@@H:35]([C:24]1[N:23]([C@H:20]2[CH2:21][CH2:22][C@H:17]([CH2:16][NH:15][C:46](=[O:47])[O:48][CH:49]([CH3:51])[CH3:50])[CH2:18][CH2:19]2)[C:27]2=[C:28]3[S:34][CH:33]=[CH:32][C:29]3=[N:30][CH:31]=[C:26]2[N:25]=1)[CH3:36], predict the reactants needed to synthesize it. The reactants are: FC(F)(F)C(O)=O.FC(F)(F)C(O)=O.[NH2:15][CH2:16][C@H:17]1[CH2:22][CH2:21][C@H:20]([N:23]2[C:27]3=[C:28]4[S:34][CH:33]=[CH:32][C:29]4=[N:30][CH:31]=[C:26]3[N:25]=[C:24]2[C@H:35]([OH:37])[CH3:36])[CH2:19][CH2:18]1.C(N(CC)CC)C.Cl[C:46]([O:48][CH:49]([CH3:51])[CH3:50])=[O:47]. (3) Given the product [C:10]([CH2:11][CH2:12][N:8]([CH2:3][CH2:2][C:1]#[N:9])[CH2:7][CH2:6][CH2:5][CH2:4][CH2:3][CH2:2][CH2:1][N:9]([CH2:5][CH2:6][C:7]#[N:8])[CH2:12][CH2:11][C:10]#[N:13])#[N:13], predict the reactants needed to synthesize it. The reactants are: [CH2:1]([NH2:9])[CH2:2][CH2:3][CH2:4][CH2:5][CH2:6][CH2:7][NH2:8].[C:10](#[N:13])[CH:11]=[CH2:12]. (4) Given the product [CH3:1][O:2][C:3]1[C:8]2[NH:9][C:10]([C:12]3[S:13][CH:14]=[CH:15][CH:16]=3)=[N:11][C:7]=2[C:6]([C:17]([NH:9][CH2:8][CH2:3][O:2][C:23]2[CH:28]=[CH:27][C:26]([C:29]([F:32])([F:31])[F:30])=[CH:25][N:24]=2)=[O:19])=[CH:5][CH:4]=1, predict the reactants needed to synthesize it. The reactants are: [CH3:1][O:2][C:3]1[C:8]2[NH:9][C:10]([C:12]3[S:13][CH:14]=[CH:15][CH:16]=3)=[N:11][C:7]=2[C:6]([C:17]([O-:19])=O)=[CH:5][CH:4]=1.[H-].[Na+].Cl[C:23]1[CH:28]=[CH:27][C:26]([C:29]([F:32])([F:31])[F:30])=[CH:25][N:24]=1.